From a dataset of Forward reaction prediction with 1.9M reactions from USPTO patents (1976-2016). Predict the product of the given reaction. (1) Given the reactants C[O:2][C:3](=[O:5])[CH3:4].[CH2:6]([C:8]([C:26]1[S:30][C:29]([S:31]([NH2:34])(=[O:33])=[O:32])=[C:28]([CH3:35])[CH:27]=1)([C:11]1[CH:16]=[CH:15][C:14]([O:17][CH2:18][CH:19]([OH:24])[C:20]([CH3:23])([CH3:22])[CH3:21])=[C:13]([CH3:25])[CH:12]=1)[CH2:9][CH3:10])[CH3:7].[Li+].[OH-], predict the reaction product. The product is: [C:3]([OH:5])(=[O:2])[CH3:4].[CH2:6]([C:8]([C:26]1[S:30][C:29]([S:31]([NH2:34])(=[O:33])=[O:32])=[C:28]([CH3:35])[CH:27]=1)([C:11]1[CH:16]=[CH:15][C:14]([O:17][CH2:18][CH:19]([OH:24])[C:20]([CH3:22])([CH3:23])[CH3:21])=[C:13]([CH3:25])[CH:12]=1)[CH2:9][CH3:10])[CH3:7]. (2) Given the reactants [O:1]1[C:5]2([CH2:10][CH2:9][CH:8]([OH:11])[CH2:7][CH2:6]2)[O:4][CH2:3][CH2:2]1.[H-].[Na+].CS(O[CH2:19][CH:20]1[CH2:25][CH2:24][N:23]([C:26]([O:28][CH2:29][C:30]2[CH:35]=[CH:34][CH:33]=[CH:32][CH:31]=2)=[O:27])[CH2:22][CH2:21]1)(=O)=O.O, predict the reaction product. The product is: [O:1]1[C:5]2([CH2:10][CH2:9][CH:8]([O:11][CH2:19][CH:20]3[CH2:25][CH2:24][N:23]([C:26]([O:28][CH2:29][C:30]4[CH:31]=[CH:32][CH:33]=[CH:34][CH:35]=4)=[O:27])[CH2:22][CH2:21]3)[CH2:7][CH2:6]2)[O:4][CH2:3][CH2:2]1.